The task is: Predict the reactants needed to synthesize the given product.. This data is from Full USPTO retrosynthesis dataset with 1.9M reactions from patents (1976-2016). (1) Given the product [Cl:1][C:2]1[CH:11]=[C:6]([C:7]2[CH:13]=[C:12]([C:14]3[CH:19]=[CH:18][C:17]([F:20])=[CH:16][C:15]=3[F:21])[O:9][N:8]=2)[CH:5]=[N:4][CH:3]=1, predict the reactants needed to synthesize it. The reactants are: [Cl:1][C:2]1[CH:3]=[N:4][CH:5]=[C:6]([CH:11]=1)[C:7](Cl)=[N:8][OH:9].[C:12]([C:14]1[CH:19]=[CH:18][C:17]([F:20])=[CH:16][C:15]=1[F:21])#[CH:13].N. (2) Given the product [Cl:1][C:2]1[C:3]([OH:12])=[C:4]([C:9](=[O:11])[CH3:10])[CH:5]=[C:6]([O:8][Si:23]([CH:27]([CH3:29])[CH3:28])([CH:24]([CH3:26])[CH3:25])[CH:20]([CH3:22])[CH3:21])[CH:7]=1, predict the reactants needed to synthesize it. The reactants are: [Cl:1][C:2]1[C:3]([OH:12])=[C:4]([C:9](=[O:11])[CH3:10])[CH:5]=[C:6]([OH:8])[CH:7]=1.C(N(CC)CC)C.[CH:20]([Si:23](Cl)([CH:27]([CH3:29])[CH3:28])[CH:24]([CH3:26])[CH3:25])([CH3:22])[CH3:21]. (3) Given the product [CH:17]1([C:15]2[S:16][C:11]3[C:10](=[O:20])[N:9]([CH2:8][C:5]4[CH:6]=[CH:7][C:2]([B:25]5[O:26][C:27]([CH3:29])([CH3:28])[C:23]([CH3:39])([CH3:22])[O:24]5)=[CH:3][C:4]=4[F:21])[CH2:13][C:12]=3[CH:14]=2)[CH2:19][CH2:18]1, predict the reactants needed to synthesize it. The reactants are: Br[C:2]1[CH:7]=[CH:6][C:5]([CH2:8][N:9]2[CH2:13][C:12]3[CH:14]=[C:15]([CH:17]4[CH2:19][CH2:18]4)[S:16][C:11]=3[C:10]2=[O:20])=[C:4]([F:21])[CH:3]=1.[CH3:22][C:23]1([CH3:39])[C:27]([CH3:29])([CH3:28])[O:26][B:25]([B:25]2[O:26][C:27]([CH3:29])([CH3:28])[C:23]([CH3:39])([CH3:22])[O:24]2)[O:24]1.C(=O)([O-])[O-].[K+].[K+]. (4) Given the product [F:1][CH2:2][CH2:3][N:4]([CH3:12])[C:5](=[O:11])[C:6]([OH:8])=[O:7], predict the reactants needed to synthesize it. The reactants are: [F:1][CH2:2][CH2:3][N:4]([CH3:12])[C:5](=[O:11])[C:6]([O:8]CC)=[O:7].[Li+].[OH-]. (5) Given the product [Br:9][C:10]1[C:15]([Br:8])=[CH:14][CH:13]=[C:12]([O:16][CH3:17])[N:11]=1, predict the reactants needed to synthesize it. The reactants are: C1C(=O)N([Br:8])C(=O)C1.[Br:9][C:10]1[CH:15]=[CH:14][CH:13]=[C:12]([O:16][CH3:17])[N:11]=1. (6) Given the product [C:26]([C:4]1[CH:3]=[C:2]([C:34]2[C:30]([CH3:29])=[N:31][O:32][C:33]=2[CH3:38])[CH:14]=[C:13]2[C:5]=1[C:6]1[CH:7]=[CH:8][C:9]([C:22]([O:24][CH3:25])=[O:23])=[CH:10][C:11]=1[N:12]2[CH2:15][CH:16]1[CH2:21][CH2:20][O:19][CH2:18][CH2:17]1)(=[O:28])[NH2:27], predict the reactants needed to synthesize it. The reactants are: Br[C:2]1[CH:14]=[C:13]2[C:5]([C:6]3[CH:7]=[CH:8][C:9]([C:22]([O:24][CH3:25])=[O:23])=[CH:10][C:11]=3[N:12]2[CH2:15][CH:16]2[CH2:21][CH2:20][O:19][CH2:18][CH2:17]2)=[C:4]([C:26](=[O:28])[NH2:27])[CH:3]=1.[CH3:29][C:30]1[C:34](B(O)O)=[C:33]([CH3:38])[O:32][N:31]=1.P([O-])([O-])([O-])=O.[K+].[K+].[K+]. (7) Given the product [CH2:1]([O:8][C:9](=[O:10])[CH2:11][S:12](=[O:14])(=[O:13])[NH:17][C:18]1[CH:23]=[CH:22][C:21]([N:24]2[CH2:25][CH2:26][C:27](=[O:30])[CH2:28][CH2:29]2)=[CH:20][CH:19]=1)[C:2]1[CH:7]=[CH:6][CH:5]=[CH:4][CH:3]=1, predict the reactants needed to synthesize it. The reactants are: [CH2:1]([O:8][C:9]([CH2:11][S:12](Cl)(=[O:14])=[O:13])=[O:10])[C:2]1[CH:7]=[CH:6][CH:5]=[CH:4][CH:3]=1.Cl.[NH2:17][C:18]1[CH:23]=[CH:22][C:21]([N:24]2[CH2:29][CH2:28][C:27](=[O:30])[CH2:26][CH2:25]2)=[CH:20][CH:19]=1.